Task: Predict the reactants needed to synthesize the given product.. Dataset: Full USPTO retrosynthesis dataset with 1.9M reactions from patents (1976-2016) (1) Given the product [CH3:15][CH2:14][O:16][C:17]([CH3:18])=[O:31].[CH3:4][CH2:3][CH2:2][CH2:10][CH2:9][CH3:8], predict the reactants needed to synthesize it. The reactants are: Cl[C:2]1[CH:3]=[C:4]2[C:8](=[CH:9][CH:10]=1)NC(C(O)=O)=C2.[CH2:14]([O:16][C:17](=[O:31])[CH2:18]N1C2C=C(N)C=CC=2OCCC1)[CH3:15].F[P-](F)(F)(F)(F)F.N1(O[P+](N(C)C)(N(C)C)N(C)C)C2C=CC=CC=2N=N1.C(N(CC)CC)C. (2) Given the product [CH3:21][O:30][C:28]([C:27]1[S:31][C:6]2[C:5]([N+:18]([O-:20])=[O:19])=[C:4]([O:3][CH2:1][CH3:2])[C:11]([O:12][CH2:13][CH3:14])=[CH:10][C:7]=2[CH:8]=1)=[O:29], predict the reactants needed to synthesize it. The reactants are: [CH2:1]([O:3][C:4]1[C:11]([O:12][CH2:13][CH3:14])=[CH:10][C:7]([CH:8]=O)=[C:6]([N+]([O-])=O)[C:5]=1[N+:18]([O-:20])=[O:19])[CH3:2].[CH3:21]N(C)C=O.C[CH:27]([SH:31])[C:28]([O-:30])=[O:29]. (3) Given the product [F:19][C:2]([F:18])([F:1])[C:3]1[C:8]([C:9]([O:11][CH3:12])=[O:10])=[C:7]([O:13][C:34]([N:33]([C:27]2[CH:32]=[CH:31][CH:30]=[CH:29][CH:28]=2)[C:37]2[CH:42]=[CH:41][CH:40]=[CH:39][CH:38]=2)=[O:35])[CH:6]=[C:5]([C:14]([F:17])([F:16])[F:15])[N:4]=1, predict the reactants needed to synthesize it. The reactants are: [F:1][C:2]([F:19])([F:18])[C:3]1[C:8]([C:9]([O:11][CH3:12])=[O:10])=[C:7]([OH:13])[CH:6]=[C:5]([C:14]([F:17])([F:16])[F:15])[N:4]=1.C(N(CC)CC)C.[C:27]1([N:33]([C:37]2[CH:42]=[CH:41][CH:40]=[CH:39][CH:38]=2)[C:34](Cl)=[O:35])[CH:32]=[CH:31][CH:30]=[CH:29][CH:28]=1. (4) Given the product [OH:3][C@@H:1]1[CH2:8][CH2:7][CH2:6][C@H:5]([C:11]([O:10][CH3:9])=[O:12])[CH2:2]1, predict the reactants needed to synthesize it. The reactants are: [C:1](Cl)(=[O:3])[CH3:2].[CH:5]12C[CH:9]([O:10][C:11]1=[O:12])[CH2:8][CH2:7][CH2:6]2. (5) Given the product [Cl:1][CH:2]([Cl:24])[C:3]([N:5]1[C@H:9]([CH2:10][F:31])[C@@H:8]([C:12]2[CH:17]=[CH:16][C:15]([S:18]([CH3:21])(=[O:20])=[O:19])=[CH:14][CH:13]=2)[O:7][C:6]1([CH3:23])[CH3:22])=[O:4], predict the reactants needed to synthesize it. The reactants are: [Cl:1][CH:2]([Cl:24])[C:3]([N:5]1[C@H:9]([CH2:10]O)[C@@H:8]([C:12]2[CH:17]=[CH:16][C:15]([S:18]([CH3:21])(=[O:20])=[O:19])=[CH:14][CH:13]=2)[O:7][C:6]1([CH3:23])[CH3:22])=[O:4].C(N(CC)C(F)(F)C(F)C(F)(F)[F:31])C. (6) Given the product [CH3:8][C:9]1[CH:14]=[CH:13][C:12]([S:15]([O:7][CH2:6][CH:1]2[CH2:5][CH2:4][CH2:3][CH2:2]2)(=[O:17])=[O:16])=[CH:11][CH:10]=1, predict the reactants needed to synthesize it. The reactants are: [CH:1]1([CH2:6][OH:7])[CH2:5][CH2:4][CH2:3][CH2:2]1.[CH3:8][C:9]1[CH:14]=[CH:13][C:12]([S:15](Cl)(=[O:17])=[O:16])=[CH:11][CH:10]=1.